From a dataset of NCI-60 drug combinations with 297,098 pairs across 59 cell lines. Regression. Given two drug SMILES strings and cell line genomic features, predict the synergy score measuring deviation from expected non-interaction effect. (1) Drug 1: CN(CC1=CN=C2C(=N1)C(=NC(=N2)N)N)C3=CC=C(C=C3)C(=O)NC(CCC(=O)O)C(=O)O. Cell line: HCC-2998. Drug 2: C1CN(P(=O)(OC1)NCCCl)CCCl. Synergy scores: CSS=20.4, Synergy_ZIP=-8.01, Synergy_Bliss=0.493, Synergy_Loewe=-6.05, Synergy_HSA=-0.954. (2) Drug 1: CCN(CC)CCCC(C)NC1=C2C=C(C=CC2=NC3=C1C=CC(=C3)Cl)OC. Drug 2: C(CCl)NC(=O)N(CCCl)N=O. Cell line: DU-145. Synergy scores: CSS=16.2, Synergy_ZIP=3.16, Synergy_Bliss=9.89, Synergy_Loewe=-4.64, Synergy_HSA=4.20. (3) Drug 1: CC1=C(C(=CC=C1)Cl)NC(=O)C2=CN=C(S2)NC3=CC(=NC(=N3)C)N4CCN(CC4)CCO. Drug 2: C1C(C(OC1N2C=NC3=C2NC=NCC3O)CO)O. Cell line: HOP-62. Synergy scores: CSS=-2.05, Synergy_ZIP=-0.889, Synergy_Bliss=-2.75, Synergy_Loewe=-4.92, Synergy_HSA=-4.60. (4) Synergy scores: CSS=2.43, Synergy_ZIP=0.526, Synergy_Bliss=-1.04, Synergy_Loewe=0.474, Synergy_HSA=-0.995. Drug 2: C1=CC=C(C(=C1)C(C2=CC=C(C=C2)Cl)C(Cl)Cl)Cl. Drug 1: C1CC(=O)NC(=O)C1N2CC3=C(C2=O)C=CC=C3N. Cell line: HOP-62.